Dataset: Forward reaction prediction with 1.9M reactions from USPTO patents (1976-2016). Task: Predict the product of the given reaction. (1) Given the reactants [Br:1][C:2]1[CH:29]=[CH:28][C:5]([CH2:6][C:7]2[O:8][C:9]([CH3:27])=[C:10]([CH3:26])[C:11]=2[C:12]([C:14]2[CH:19]=[CH:18][C:17]([OH:20])=[C:16]([CH:21]3[CH2:25][CH2:24][CH2:23][CH2:22]3)[CH:15]=2)=[O:13])=[CH:4][CH:3]=1.Cl[S:31]([C:34]1[CH:42]=[CH:41][C:37]([C:38]([OH:40])=[O:39])=[C:36]([OH:43])[CH:35]=1)(=[O:33])=[O:32], predict the reaction product. The product is: [Br:1][C:2]1[CH:29]=[CH:28][C:5]([CH2:6][C:7]2[O:8][C:9]([CH3:27])=[C:10]([CH3:26])[C:11]=2[C:12]([C:14]2[CH:19]=[CH:18][C:17]([O:20][S:31]([C:34]3[CH:42]=[CH:41][C:37]([C:38]([OH:40])=[O:39])=[C:36]([OH:43])[CH:35]=3)(=[O:33])=[O:32])=[C:16]([CH:21]3[CH2:25][CH2:24][CH2:23][CH2:22]3)[CH:15]=2)=[O:13])=[CH:4][CH:3]=1. (2) Given the reactants Br[C:2]1[C:14](=[O:15])[N:13]([CH:16]2[CH2:20][CH2:19][CH2:18][CH2:17]2)[C:5]2[N:6]=[C:7]([NH:11][CH3:12])[N:8]=[C:9]([CH3:10])[C:4]=2[CH:3]=1.[N:21]1[CH:26]=[C:25](B(O)O)[CH:24]=[N:23][CH:22]=1, predict the reaction product. The product is: [CH:16]1([N:13]2[C:5]3[N:6]=[C:7]([NH:11][CH3:12])[N:8]=[C:9]([CH3:10])[C:4]=3[CH:3]=[C:2]([C:25]3[CH:26]=[N:21][CH:22]=[N:23][CH:24]=3)[C:14]2=[O:15])[CH2:20][CH2:19][CH2:18][CH2:17]1.